Binary Classification. Given a miRNA mature sequence and a target amino acid sequence, predict their likelihood of interaction. From a dataset of Experimentally validated miRNA-target interactions with 360,000+ pairs, plus equal number of negative samples. The miRNA is hsa-miR-4640-5p with sequence UGGGCCAGGGAGCAGCUGGUGGG. The protein sequence of the target gene is MGAQLSTLSHVVLSPVWFIYSLFMKLFQRSTPAITLENPDIKYPLRLIDKEVISPDTRRFRFALPSPQHILGLPIGQHIYLSTRIDGNLVIRPYTPVSSDDDKGFVDLVVKVYFKDTHPKFPAGGKMSQYLENMKIGDTIEFRGPNGLLVYQGKGKFAIRADKKSNPVVRTVKSVGMIAGGTGITPMLQVIRAVLKDPNDHTVCYLLFANQSEKDILLRPELEELRNEHSARFKLWYTVDKAPDAWDYSQGFVNEEMIRDHLPTPGEEPLILMCGPPPMIQFACLPNLERVGHPKERCFT.... Result: 0 (no interaction).